The task is: Predict the reactants needed to synthesize the given product.. This data is from Full USPTO retrosynthesis dataset with 1.9M reactions from patents (1976-2016). (1) Given the product [CH3:25][O:24][C:11]1[CH:12]=[C:13]([CH2:16][N:17]2[CH2:22][CH2:21][N:20]([CH3:23])[CH2:19][CH2:18]2)[CH:14]=[CH:15][C:10]=1[CH2:9][OH:8], predict the reactants needed to synthesize it. The reactants are: [H-].[H-].[H-].[H-].[Li+].[Al+3].C[O:8][C:9](=O)[C:10]1[CH:15]=[CH:14][C:13]([CH2:16][N:17]2[CH2:22][CH2:21][N:20]([CH3:23])[CH2:19][CH2:18]2)=[CH:12][C:11]=1[O:24][CH3:25].[OH-].[Na+].O. (2) Given the product [OH:8][C:9]1[CH:13]=[C:12]([CH3:1])[N:11]([C:14]([O:16][CH3:17])=[O:15])[N:10]=1, predict the reactants needed to synthesize it. The reactants are: [CH2:1](N(CC)CC)C.[OH:8][C:9]1[CH:13]=[CH:12][NH:11][N:10]=1.[C:14](O[C:14]([O:16][CH3:17])=[O:15])([O:16][CH3:17])=[O:15].